Task: Binary Classification. Given a T-cell receptor sequence (or CDR3 region) and an epitope sequence, predict whether binding occurs between them.. Dataset: TCR-epitope binding with 47,182 pairs between 192 epitopes and 23,139 TCRs (1) The epitope is ITEEVGHTDLMAAY. The TCR CDR3 sequence is CASSFSRAYNEQFF. Result: 1 (the TCR binds to the epitope). (2) The epitope is VLWAHGFEL. The TCR CDR3 sequence is CASSPRFSERSTDTQYF. Result: 1 (the TCR binds to the epitope). (3) The epitope is LEPLVDLPI. The TCR CDR3 sequence is CASSQDHGGLTDTQYF. Result: 1 (the TCR binds to the epitope). (4) The epitope is FLNGSCGSV. The TCR CDR3 sequence is CASSLVGGVASDTQYF. Result: 1 (the TCR binds to the epitope). (5) The epitope is CINGVCWTV. The TCR CDR3 sequence is CASAMGLAGSDTQYF. Result: 0 (the TCR does not bind to the epitope). (6) The epitope is ATDALMTGY. The TCR CDR3 sequence is CASSERRYTGELFF. Result: 1 (the TCR binds to the epitope). (7) The epitope is IVDTVSALV. The TCR CDR3 sequence is CSAFVQETQYF. Result: 0 (the TCR does not bind to the epitope).